The task is: Regression. Given a target protein amino acid sequence and a drug SMILES string, predict the binding affinity score between them. We predict pKi (pKi = -log10(Ki in M); higher means stronger inhibition). Dataset: bindingdb_ki.. This data is from Drug-target binding data from BindingDB using Ki measurements. The small molecule is CC(=O)Nc1nc2nc[nH]c2c(=O)[nH]1. The target protein (Q9Y2T3) has sequence MCAAQMPPLAHIFRGTFVHSTWTCPMEVLRDHLLGVSDSGKIVFLEEASQQEKLAKEWCFKPCEIRELSHHEFFMPGLVDTHIHASQYSFAGSSIDLPLLEWLTKYTFPAEHRFQNIDFAEEVYTRVVRRTLKNGTTTACYFATIHTDSSLLLADITDKFGQRAFVGKVCMDLNDTFPEYKETTEESIKETERFVSEMLQKNYSRVKPIVTPRFSLSCSETLMGELGNIAKTRDLHIQSHISENRDEVEAVKNLYPSYKNYTSVYDKNNLLTNKTVMAHGCYLSAEELNVFHERGASIAHCPNSNLSLSSGFLNVLEVLKHEVKIGLGTDVAGGYSYSMLDAIRRAVMVSNILLINKVNEKSLTLKEVFRLATLGGSQALGLDGEIGNFEVGKEFDAILINPKASDSPIDLFYGDFFGDISEAVIQKFLYLGDDRNIEEVYVGGKQVVPFSSSV. The pKi is 5.5.